From a dataset of Catalyst prediction with 721,799 reactions and 888 catalyst types from USPTO. Predict which catalyst facilitates the given reaction. (1) Reactant: [Br:1][C:2]1[CH:3]=[CH:4][C:5]([SH:8])=[N:6][CH:7]=1.[H-].[Na+].Br[CH2:12][CH:13]1[CH2:15][CH2:14]1. Product: [Br:1][C:2]1[CH:3]=[CH:4][C:5]([S:8][CH2:12][CH:13]2[CH2:15][CH2:14]2)=[N:6][CH:7]=1. The catalyst class is: 1. (2) Reactant: [CH3:1][C:2]1([CH3:13])[C:11](=O)[CH2:10][CH2:9][C:4]2([O:8][CH2:7][CH2:6][O:5]2)[CH2:3]1.[CH3:14][O:15][C:16]1[CH:23]=[CH:22][C:19]([CH2:20][NH2:21])=[CH:18][CH:17]=1.[BH-](OC(C)=O)(OC(C)=O)OC(C)=O.[Na+]. Product: [CH3:14][O:15][C:16]1[CH:23]=[CH:22][C:19]([CH2:20][NH:21][CH:11]2[CH2:10][CH2:9][C:4]3([O:8][CH2:7][CH2:6][O:5]3)[CH2:3][C:2]2([CH3:13])[CH3:1])=[CH:18][CH:17]=1. The catalyst class is: 4. (3) Reactant: [O:1]1[C:5]2([CH2:10][CH2:9][S:8][CH2:7][CH:6]2[C:11]([O:13]C)=[O:12])[O:4][CH2:3][CH2:2]1.[OH-].[K+]. Product: [O:4]1[C:5]2([CH2:10][CH2:9][S:8][CH2:7][CH:6]2[C:11]([OH:13])=[O:12])[O:1][CH2:2][CH2:3]1. The catalyst class is: 8. (4) Reactant: [Li+].[CH3:2][Si:3]([N-][Si:3]([CH3:5])([CH3:4])[CH3:2])([CH3:5])[CH3:4].[Cl:11][C:12]1[CH:13]=[CH:14][C:15]([O:20][CH3:21])=[C:16]([CH:19]=1)[CH:17]=O.C[Si](Cl)(C)C.[CH2:27]([N:29](CC)CC)[CH3:28].C(Cl)(=[O:36])C. Product: [Cl:11][C:12]1[CH:13]=[CH:14][C:15]([O:20][CH3:21])=[C:16]([CH:17]=[N:29][C:27]([O:36][Si:3]([CH3:5])([CH3:4])[CH3:2])=[CH2:28])[CH:19]=1. The catalyst class is: 385. (5) Reactant: [CH2:1]([O:8][C:9]1[CH:18]=[C:12]2[C:13](=[O:17])[NH:14][CH2:15][CH2:16][N:11]2[N:10]=1)[C:2]1[CH:7]=[CH:6][CH:5]=[CH:4][CH:3]=1.Br[C:20]1[CH:25]=[CH:24][C:23]([F:26])=[CH:22][CH:21]=1.CN(C)CCN.C([O-])([O-])=O.[K+].[K+]. Product: [CH2:1]([O:8][C:9]1[CH:18]=[C:12]2[C:13](=[O:17])[N:14]([C:20]3[CH:25]=[CH:24][C:23]([F:26])=[CH:22][CH:21]=3)[CH2:15][CH2:16][N:11]2[N:10]=1)[C:2]1[CH:3]=[CH:4][CH:5]=[CH:6][CH:7]=1. The catalyst class is: 432. (6) Reactant: [C:1]1([CH:7]([C:25]2[CH:30]=[CH:29][CH:28]=[CH:27][CH:26]=2)[CH2:8][CH2:9][N:10]2[CH2:15][CH2:14][CH:13]([NH:16][C:17](=[O:24])[CH2:18][C:19]3[N:20]=[N:21][NH:22][N:23]=3)[CH2:12][CH2:11]2)[CH:6]=[CH:5][CH:4]=[CH:3][CH:2]=1.[OH-].[Na+].[CH3:33]I. Product: [C:1]1([CH:7]([C:25]2[CH:30]=[CH:29][CH:28]=[CH:27][CH:26]=2)[CH2:8][CH2:9][N:10]2[CH2:15][CH2:14][CH:13]([NH:16][C:17](=[O:24])[CH2:18][C:19]3[N:23]([CH3:33])[N:22]=[N:21][N:20]=3)[CH2:12][CH2:11]2)[CH:6]=[CH:5][CH:4]=[CH:3][CH:2]=1. The catalyst class is: 1.